The task is: Predict which catalyst facilitates the given reaction.. This data is from Catalyst prediction with 721,799 reactions and 888 catalyst types from USPTO. (1) Reactant: C(OC(=O)[NH:7][C:8]1[CH:13]=[CH:12][C:11]([C:14]#[C:15][C:16]2[CH:21]=[CH:20][C:19]([F:22])=[CH:18][CH:17]=2)=[CH:10][C:9]=1[NH:23][C:24](=[O:40])[CH2:25][C:26]([C:28]1[CH:33]=[CH:32][CH:31]=[C:30]([N:34]2[CH:38]=[C:37]([CH3:39])[N:36]=[CH:35]2)[CH:29]=1)=O)(C)(C)C.C(O)(C(F)(F)F)=O. Product: [F:22][C:19]1[CH:18]=[CH:17][C:16]([C:15]#[C:14][C:11]2[CH:12]=[CH:13][C:8]3[N:7]=[C:26]([C:28]4[CH:33]=[CH:32][CH:31]=[C:30]([N:34]5[CH:38]=[C:37]([CH3:39])[N:36]=[CH:35]5)[CH:29]=4)[CH2:25][C:24](=[O:40])[NH:23][C:9]=3[CH:10]=2)=[CH:21][CH:20]=1. The catalyst class is: 2. (2) Reactant: [N:1]1[O:2][N:3]=[C:4]2[C:9]([CH:10]=O)=[CH:8][CH:7]=[CH:6][C:5]=12.[NH2:12][C:13]1[CH:17]=[CH:16][NH:15][N:14]=1.[C:18]([N:25]1[CH2:30][CH2:29][CH:28]([C:31](=O)[CH2:32][C:33]#[N:34])[CH2:27][CH2:26]1)([O:20][C:21]([CH3:24])([CH3:23])[CH3:22])=[O:19]. Product: [N:1]1[O:2][N:3]=[C:4]2[C:9]([CH:10]3[C:32]([C:33]#[N:34])=[C:31]([CH:28]4[CH2:29][CH2:30][N:25]([C:18]([O:20][C:21]([CH3:24])([CH3:23])[CH3:22])=[O:19])[CH2:26][CH2:27]4)[NH:12][C:13]4=[N:14][NH:15][CH:16]=[C:17]34)=[CH:8][CH:7]=[CH:6][C:5]=12. The catalyst class is: 10. (3) Reactant: C[Mg]Br.[CH3:4]ON(C)[C:7]([C:9]1[CH:10]=[N:11][N:12]([CH2:17][C:18]2[CH:23]=[CH:22][C:21]([O:24][CH3:25])=[CH:20][CH:19]=2)[C:13]=1[CH2:14][O:15][CH3:16])=[O:8].[CH3:27]ON(C)[C:30]([C:32]1[C:33]([CH2:46][O:47][CH3:48])=[N:34][N:35]([CH2:37][C:38]2[CH:43]=[CH:42][C:41]([O:44][CH3:45])=[CH:40][CH:39]=2)[CH:36]=1)=[O:31]. Product: [CH3:25][O:24][C:21]1[CH:20]=[CH:19][C:18]([CH2:17][N:12]2[C:13]([CH2:14][O:15][CH3:16])=[C:9]([C:7](=[O:8])[CH3:27])[CH:10]=[N:11]2)=[CH:23][CH:22]=1.[CH3:45][O:44][C:41]1[CH:40]=[CH:39][C:38]([CH2:37][N:35]2[CH:36]=[C:32]([C:30](=[O:31])[CH3:4])[C:33]([CH2:46][O:47][CH3:48])=[N:34]2)=[CH:43][CH:42]=1. The catalyst class is: 1.